Dataset: Forward reaction prediction with 1.9M reactions from USPTO patents (1976-2016). Task: Predict the product of the given reaction. (1) Given the reactants C(Cl)CCl.C1C=NC2N(O)N=NC=2C=1.[C:15]([O:19][C:20]([NH:22][C@H:23]([CH:34]1[CH2:39][CH2:38][CH2:37][CH2:36][CH2:35]1)[C:24]([N:26]1[CH2:33][CH2:32][CH2:31][C@H:27]1[C:28](O)=[O:29])=[O:25])=[O:21])([CH3:18])([CH3:17])[CH3:16].[Cl:40][C:41]1[CH:42]=[CH:43][C:44]([C:49]2[N:50]=[N:51][S:52][CH:53]=2)=[C:45]([CH2:47][NH2:48])[CH:46]=1, predict the reaction product. The product is: [C:15]([O:19][C:20]([NH:22][C@H:23]([CH:34]1[CH2:35][CH2:36][CH2:37][CH2:38][CH2:39]1)[C:24]([N:26]1[CH2:33][CH2:32][CH2:31][C@H:27]1[C:28]([NH:48][CH2:47][C:45]1[CH:46]=[C:41]([Cl:40])[CH:42]=[CH:43][C:44]=1[C:49]1[N:50]=[N:51][S:52][CH:53]=1)=[O:29])=[O:25])=[O:21])([CH3:18])([CH3:16])[CH3:17]. (2) Given the reactants C(N(CC)CC)C.[Cl:8][C:9]1[NH:14][C:13](=[O:15])[C:12]([N+:16]([O-:18])=[O:17])=[C:11](O)[C:10]=1[CH3:20].[F:21][C:22]([F:35])([F:34])[S:23](O[S:23]([C:22]([F:35])([F:34])[F:21])(=[O:25])=[O:24])(=[O:25])=[O:24].[NH2:36][CH2:37][CH2:38][CH2:39][CH2:40][NH:41][C:42](=[O:48])[O:43][C:44]([CH3:47])([CH3:46])[CH3:45], predict the reaction product. The product is: [F:21][C:22]([F:35])([F:34])[S:23]([O:15][C:13]1[C:12]([N+:16]([O-:18])=[O:17])=[C:11]([NH:36][CH2:37][CH2:38][CH2:39][CH2:40][NH:41][C:42]([O:43][C:44]([CH3:47])([CH3:46])[CH3:45])=[O:48])[C:10]([CH3:20])=[C:9]([Cl:8])[N:14]=1)(=[O:25])=[O:24]. (3) Given the reactants [C:1]([O:5][C:6]([NH:8][C@@H:9]([CH3:23])[CH2:10][N:11]1[C:19]2[C:14](=[CH:15][CH:16]=[C:17]3[O:22][CH2:21][CH2:20][C:18]3=2)[CH:13]=[CH:12]1)=[O:7])([CH3:4])([CH3:3])[CH3:2].C([BH3-])#N.[Na+].[OH-].[NH4+], predict the reaction product. The product is: [C:1]([O:5][C:6]([NH:8][C@@H:9]([CH3:23])[CH2:10][N:11]1[C:19]2[C:14](=[CH:15][CH:16]=[C:17]3[O:22][CH2:21][CH2:20][C:18]3=2)[CH2:13][CH2:12]1)=[O:7])([CH3:4])([CH3:2])[CH3:3]. (4) Given the reactants C(OC([N:11]1[CH2:18][C@@H:17]2[C@@:13]([NH:21][C:22]([O:24][C:25]([CH3:28])([CH3:27])[CH3:26])=[O:23])([CH2:14][CH2:15][C:16]2([F:20])[F:19])[CH2:12]1)=O)C1C=CC=CC=1.[H][H], predict the reaction product. The product is: [C:25]([O:24][C:22]([NH:21][C@@:13]12[CH2:14][CH2:15][C:16]([F:20])([F:19])[C@@H:17]1[CH2:18][NH:11][CH2:12]2)=[O:23])([CH3:28])([CH3:26])[CH3:27].